This data is from Peptide-MHC class I binding affinity with 185,985 pairs from IEDB/IMGT. The task is: Regression. Given a peptide amino acid sequence and an MHC pseudo amino acid sequence, predict their binding affinity value. This is MHC class I binding data. The peptide sequence is MTAAQIRRY. The MHC is HLA-B58:01 with pseudo-sequence HLA-B58:01. The binding affinity (normalized) is 0.0847.